This data is from Reaction yield outcomes from USPTO patents with 853,638 reactions. The task is: Predict the reaction yield, written as a fraction of the theoretical maximum amount of product (1.0 means a 100% yield; for example, 0.34 means a 34% yield). The reactants are [S:1]1[C:6]2[CH:7]=[CH:8][CH:9]=[CH:10][C:5]=2[NH:4][C:3](=[O:11])[CH2:2]1.Br[CH2:13][C@H:14]([CH3:24])[CH2:15][O:16][Si:17]([C:20]([CH3:23])([CH3:22])[CH3:21])([CH3:19])[CH3:18].C(=O)([O-])[O-].[Cs+].[Cs+]. The catalyst is CN(C=O)C. The product is [Si:17]([O:16][CH2:15][C@@H:14]([CH3:24])[CH2:13][N:4]1[C:5]2[CH:10]=[CH:9][CH:8]=[CH:7][C:6]=2[S:1][CH2:2][C:3]1=[O:11])([C:20]([CH3:21])([CH3:22])[CH3:23])([CH3:18])[CH3:19]. The yield is 0.700.